From a dataset of Forward reaction prediction with 1.9M reactions from USPTO patents (1976-2016). Predict the product of the given reaction. (1) Given the reactants [C:1]([NH:4][C:5]1[N:14]=[CH:13][C:12]2[C:11](SC)=[N:10][CH:9]=[N:8][C:7]=2[CH:6]=1)(=[O:3])[CH3:2].[CH2:17]([NH2:24])[C:18]1[CH:23]=[CH:22][CH:21]=[CH:20][CH:19]=1, predict the reaction product. The product is: [C:1]([NH:4][C:5]1[N:14]=[CH:13][C:12]2[C:11]([NH:24][CH2:17][C:18]3[CH:23]=[CH:22][CH:21]=[CH:20][CH:19]=3)=[N:10][CH:9]=[N:8][C:7]=2[CH:6]=1)(=[O:3])[CH3:2]. (2) Given the reactants [CH:1]1([N:6]2[C:10]3[N:11]=[C:12]([NH:15][C:16]4[CH:24]=[CH:23][C:19]([C:20](O)=[O:21])=[CH:18][N:17]=4)[N:13]=[CH:14][C:9]=3[CH:8]=[C:7]2[C:25](=[O:29])[N:26]([CH3:28])[CH3:27])[CH2:5][CH2:4][CH2:3][CH2:2]1.[CH3:30][N:31]([CH3:40])[CH:32]1[CH:37]2[CH2:38][CH2:39][CH:33]1[CH2:34][NH:35][CH2:36]2, predict the reaction product. The product is: [CH:1]1([N:6]2[C:10]3[N:11]=[C:12]([NH:15][C:16]4[CH:24]=[CH:23][C:19]([C:20]([N:35]5[CH2:36][CH:37]6[CH:32]([N:31]([CH3:40])[CH3:30])[CH:33]([CH2:39][CH2:38]6)[CH2:34]5)=[O:21])=[CH:18][N:17]=4)[N:13]=[CH:14][C:9]=3[CH:8]=[C:7]2[C:25]([N:26]([CH3:27])[CH3:28])=[O:29])[CH2:5][CH2:4][CH2:3][CH2:2]1. (3) Given the reactants [F:1][C:2]1[CH:7]=[CH:6][C:5]([N:8]2[C:11](=[O:12])[C@H:10]([S:13][CH2:14][C:15]([C:17]3[CH:22]=[CH:21][C:20]([F:23])=[CH:19][CH:18]=3)=[O:16])[C@H:9]2[C:24]2[CH:41]=[CH:40][C:27]([O:28][CH2:29][C:30]([NH:32][C@@H:33]([C:37]([OH:39])=O)[CH:34]([CH3:36])[CH3:35])=[O:31])=[CH:26][CH:25]=2)=[CH:4][CH:3]=1.Cl.C([O:47][CH2:48][C@H:49]([C:51]([O:53]C(C)(C)C)=[O:52])[NH2:50])(C)(C)C.CN1CCOCC1.CN(C(ON1N=NC2C=CC=CC1=2)=[N+](C)C)C.[B-](F)(F)(F)F.C(N(CC)CC)C.[BH4-].[Na+].C([O-])(=O)C.[NH4+], predict the reaction product. The product is: [F:1][C:2]1[CH:3]=[CH:4][C:5]([N:8]2[C:11](=[O:12])[C@H:10]([S:13][CH2:14][CH:15]([C:17]3[CH:22]=[CH:21][C:20]([F:23])=[CH:19][CH:18]=3)[OH:16])[C@H:9]2[C:24]2[CH:41]=[CH:40][C:27]([O:28][CH2:29][C:30]([NH:32][C@@H:33]([C:37]([NH:50][C@@H:49]([C:51]([OH:53])=[O:52])[CH2:48][OH:47])=[O:39])[CH:34]([CH3:35])[CH3:36])=[O:31])=[CH:26][CH:25]=2)=[CH:6][CH:7]=1. (4) The product is: [C:12]([O:16][C:17](=[O:18])[NH:9][C:5]1[N:4]=[C:3]([O:10][CH3:11])[C:2]([I:1])=[C:7]([CH3:8])[N:6]=1)([CH3:15])([CH3:14])[CH3:13]. Given the reactants [I:1][C:2]1[C:3]([O:10][CH3:11])=[N:4][C:5]([NH2:9])=[N:6][C:7]=1[CH3:8].[C:12]([O:16][C:17](O[C:17]([O:16][C:12]([CH3:15])([CH3:14])[CH3:13])=[O:18])=[O:18])([CH3:15])([CH3:14])[CH3:13], predict the reaction product.